From a dataset of Catalyst prediction with 721,799 reactions and 888 catalyst types from USPTO. Predict which catalyst facilitates the given reaction. (1) Reactant: [C:1]([O:5][C:6]([N:8]1[C:16]2[C:11](=[CH:12][C:13]([C:17]([O:19][CH3:20])=[O:18])=[CH:14][CH:15]=2)[CH:10]=[CH:9]1)=[O:7])([CH3:4])([CH3:3])[CH3:2].[H][H]. Product: [C:1]([O:5][C:6]([N:8]1[C:16]2[C:11](=[CH:12][C:13]([C:17]([O:19][CH3:20])=[O:18])=[CH:14][CH:15]=2)[CH2:10][CH2:9]1)=[O:7])([CH3:4])([CH3:3])[CH3:2]. The catalyst class is: 29. (2) Reactant: [CH2:1]([O:3][C:4]1[C:9]([C:10]#[N:11])=[C:8]([F:12])[C:7](B2OC(C)(C)C(C)(C)O2)=[CH:6][CH:5]=1)[CH3:2].C([O-])([O-])=O.[Na+].[Na+].[NH:28]1[CH:32]=[CH:31][N:30]=[CH:29]1. Product: [CH2:1]([O:3][C:4]1[C:9]([C:10]#[N:11])=[C:8]([F:12])[C:7]([C:32]2[N:28]=[CH:29][NH:30][CH:31]=2)=[CH:6][CH:5]=1)[CH3:2]. The catalyst class is: 564. (3) Reactant: O.[OH-].[Li+].[O:4]=[C:5]1[N:14]2[C@H:9]([CH2:10][O:11][CH2:12][C@H:13]2[C:15]2[CH:20]=[C:19]([F:21])[C:18]([F:22])=[C:17]([F:23])[CH:16]=2)[CH2:8][CH2:7][CH:6]1P(=O)(OCC)OCC.[CH3:32][O:33][C:34]1[CH:35]=[C:36]([CH:39]=[CH:40][C:41]=1[N:42]1[CH:46]=[C:45]([CH3:47])[N:44]=[CH:43]1)[CH:37]=O.C(OCC)(=O)C. Product: [CH3:32][O:33][C:34]1[CH:35]=[C:36]([CH:39]=[CH:40][C:41]=1[N:42]1[CH:46]=[C:45]([CH3:47])[N:44]=[CH:43]1)/[CH:37]=[C:6]1\[CH2:7][CH2:8][C@@H:9]2[N:14]([C:5]\1=[O:4])[C@H:13]([C:15]1[CH:16]=[C:17]([F:23])[C:18]([F:22])=[C:19]([F:21])[CH:20]=1)[CH2:12][O:11][CH2:10]2. The catalyst class is: 738. (4) Reactant: [CH3:1][CH2:2][O:3][C:4]1[CH:9]=[CH:8][CH:7]=[CH:6][C:5]=1[C:10]1[NH:15][C:14](=O)[C:13]2=[C:17]([CH3:23])[N:18]=[C:19]([CH2:20][CH2:21][CH3:22])[N:12]2[N:11]=1.P12(SP3(SP(SP(S3)(S1)=S)(=S)S2)=S)=[S:25].N1C=CC=CC=1. Product: [CH3:1][CH2:2][O:3][C:4]1[CH:9]=[CH:8][CH:7]=[CH:6][C:5]=1[C:10]1[NH:15][C:14](=[S:25])[C:13]2=[C:17]([CH3:23])[N:18]=[C:19]([CH2:20][CH2:21][CH3:22])[N:12]2[N:11]=1. The catalyst class is: 22. (5) Reactant: [C:1]([O:5][C:6]([N:8]1[C@H:13]([C:14]([OH:16])=O)[CH2:12][C@@H:11]2[C@H:9]1[CH2:10]2)=[O:7])([CH3:4])([CH3:3])[CH3:2].CN(C(ON1N=NC2C=CC=CC1=2)=[N+](C)C)C.F[P-](F)(F)(F)(F)F.[Cl:41][C:42]1([Cl:48])[CH2:44][C@@H:43]1[C@H:45]([NH2:47])[CH3:46].CCN(C(C)C)C(C)C.C([O-])(O)=O.[Na+]. Product: [C:1]([O:5][C:6]([N:8]1[C@H:13]([C:14](=[O:16])[NH:47][C@@H:45]([C@H:43]2[CH2:44][C:42]2([Cl:48])[Cl:41])[CH3:46])[CH2:12][C@@H:11]2[C@H:9]1[CH2:10]2)=[O:7])([CH3:2])([CH3:3])[CH3:4]. The catalyst class is: 3. (6) Product: [CH2:23]([O:30][C:31]1[CH:36]=[C:35]([NH:37][C:38]2[N:43]=[C:42]([N:11]3[CH2:12][C@@H:13]([NH:15][C:16]([O:18][C:19]([CH3:22])([CH3:21])[CH3:20])=[O:17])[CH2:14][C@@H:9]([NH:8][C:6]([O:5][C:1]([CH3:4])([CH3:3])[CH3:2])=[O:7])[CH2:10]3)[N:41]=[C:40]([N:11]3[CH2:12][C@@H:13]([NH:15][C:16]([O:18][C:19]([CH3:21])([CH3:22])[CH3:20])=[O:17])[CH2:14][C@@H:9]([NH:8][C:6]([O:5][C:1]([CH3:4])([CH3:3])[CH3:2])=[O:7])[CH2:10]3)[N:39]=2)[CH:34]=[CH:33][C:32]=1[NH:46][C:47](=[O:49])[CH3:48])[C:24]1[CH:29]=[CH:28][CH:27]=[CH:26][CH:25]=1. Reactant: [C:1]([O:5][C:6]([NH:8][C@@H:9]1[CH2:14][C@H:13]([NH:15][C:16]([O:18][C:19]([CH3:22])([CH3:21])[CH3:20])=[O:17])[CH2:12][NH:11][CH2:10]1)=[O:7])([CH3:4])([CH3:3])[CH3:2].[CH2:23]([O:30][C:31]1[CH:36]=[C:35]([NH:37][C:38]2[N:43]=[C:42](Cl)[N:41]=[C:40](Cl)[N:39]=2)[CH:34]=[CH:33][C:32]=1[NH:46][C:47](=[O:49])[CH3:48])[C:24]1[CH:29]=[CH:28][CH:27]=[CH:26][CH:25]=1. The catalyst class is: 3.